Dataset: Full USPTO retrosynthesis dataset with 1.9M reactions from patents (1976-2016). Task: Predict the reactants needed to synthesize the given product. (1) Given the product [NH2:16][C:15]1[CH:14]=[CH:17][N:10]([C:7]2[CH:8]=[CH:9][C:4]([C:2]#[N:3])=[CH:5][CH:6]=2)[N:11]=1, predict the reactants needed to synthesize it. The reactants are: Cl.[C:2]([C:4]1[CH:9]=[CH:8][C:7]([NH:10][NH2:11])=[CH:6][CH:5]=1)#[N:3].CO[C:14](=[CH2:17])[C:15]#[N:16].CC(C)([O-])C.[K+]. (2) Given the product [Br:1][C:2]1[C:13]([CH3:14])=[CH:12][C:5]([O:6][CH:7]2[CH2:10][C:9](=[O:11])[CH2:8]2)=[CH:4][C:3]=1[CH3:15], predict the reactants needed to synthesize it. The reactants are: [Br:1][C:2]1[C:13]([CH3:14])=[CH:12][C:5]([O:6][C@H:7]2[CH2:10][C@H:9]([OH:11])[CH2:8]2)=[CH:4][C:3]=1[CH3:15].CC(OI1(OC(C)=O)(OC(C)=O)OC(=O)C2C=CC=CC1=2)=O.C([O-])(O)=O.[Na+].[O-]S([O-])(=S)=O.[Na+].[Na+]. (3) Given the product [NH2:29][C:10]1[CH:9]=[C:8]2[C:13]([CH2:14][C@@H:15]([C:16](=[O:28])[NH:17][C@H:18]3[C:27]4[C:22](=[CH:23][CH:24]=[CH:25][CH:26]=4)[CH2:21][CH2:20][CH2:19]3)[N:6]([C:4](=[O:5])[C@@H:3]([NH:32][C:33](=[O:45])[C@@H:34]([N:36]([CH3:44])[C:37](=[O:43])[O:38][C:39]([CH3:41])([CH3:42])[CH3:40])[CH3:35])[C:2]([CH3:1])([CH3:46])[CH3:47])[CH2:7]2)=[CH:12][CH:11]=1, predict the reactants needed to synthesize it. The reactants are: [CH3:1][C:2]([CH3:47])([CH3:46])[C@H:3]([NH:32][C:33](=[O:45])[C@@H:34]([N:36]([CH3:44])[C:37](=[O:43])[O:38][C:39]([CH3:42])([CH3:41])[CH3:40])[CH3:35])[C:4]([N:6]1[C@H:15]([C:16](=[O:28])[NH:17][C@H:18]2[C:27]3[C:22](=[CH:23][CH:24]=[CH:25][CH:26]=3)[CH2:21][CH2:20][CH2:19]2)[CH2:14][C:13]2[C:8](=[CH:9][C:10]([N+:29]([O-])=O)=[CH:11][CH:12]=2)[CH2:7]1)=[O:5]. (4) Given the product [Cl:1][C:2]1[CH:3]=[C:4]([CH:30]=[CH:31][C:32]=1[O:33][CH:34]([CH3:36])[CH3:35])[C:5]([NH:7][C@H:8]([CH2:27][CH2:28][OH:29])[CH2:9][C:10]1[CH:11]=[CH:12][C:13]([C:16]2[N:17]=[C:18]([C:22](=[N:24][OH:25])[CH3:23])[N:19]([CH3:21])[CH:20]=2)=[CH:14][CH:15]=1)=[O:6], predict the reactants needed to synthesize it. The reactants are: [Cl:1][C:2]1[CH:3]=[C:4]([CH:30]=[CH:31][C:32]=1[O:33][CH:34]([CH3:36])[CH3:35])[C:5]([NH:7][C@H:8]([CH2:27][CH2:28][OH:29])[CH2:9][C:10]1[CH:15]=[CH:14][C:13]([C:16]2[N:17]=[C:18]([C:22](=[N:24][O:25]C)[CH3:23])[N:19]([CH3:21])[CH:20]=2)=[CH:12][CH:11]=1)=[O:6].CN(C(ON1N=NC2C=CC=CC1=2)=[N+](C)C)C.F[P-](F)(F)(F)(F)F.C1C=CC2N(O)N=NC=2C=1.Cl.CNOC. (5) The reactants are: [CH2:1]([C:8]1([N:16]([CH3:18])[CH3:17])[CH2:13][CH2:12][CH:11]([NH:14][CH3:15])[CH2:10][CH2:9]1)[C:2]1[CH:7]=[CH:6][CH:5]=[CH:4][CH:3]=1.C(N(CC)CC)C.[C:26]([Cl:34])(=[O:33])[C:27]1[CH:32]=[CH:31][CH:30]=[CH:29][CH:28]=1.[OH-].[K+]. Given the product [CH2:1]([C:8]1([N:16]([CH3:18])[CH3:17])[CH2:13][CH2:12][CH:11]([N:14]([CH3:15])[C:26](=[O:33])[C:27]2[CH:32]=[CH:31][CH:30]=[CH:29][CH:28]=2)[CH2:10][CH2:9]1)[C:2]1[CH:7]=[CH:6][CH:5]=[CH:4][CH:3]=1.[ClH:34].[CH2:1]([C:8]1([N:16]([CH3:18])[CH3:17])[CH2:13][CH2:12][CH:11]([N:14]([CH3:15])[C:26](=[O:33])[C:27]2[CH:32]=[CH:31][CH:30]=[CH:29][CH:28]=2)[CH2:10][CH2:9]1)[C:2]1[CH:7]=[CH:6][CH:5]=[CH:4][CH:3]=1, predict the reactants needed to synthesize it. (6) Given the product [N:1]1([CH2:5][CH2:6][N:7]2[CH:11]=[C:10]([C:12]3[CH:17]=[CH:16][C:15]([F:18])=[C:14]([CH3:19])[CH:13]=3)[N:9]=[C:8]2[C@H:20]2[CH2:25][CH2:24][N:23]([C:28]3[N:33]=[CH:32][N:31]=[C:30]([NH2:34])[C:29]=3[O:35][CH:36]([CH3:38])[CH3:37])[CH2:22][C@H:21]2[F:26])[CH2:4][CH2:3][CH2:2]1, predict the reactants needed to synthesize it. The reactants are: [N:1]1([CH2:5][CH2:6][N:7]2[CH:11]=[C:10]([C:12]3[CH:17]=[CH:16][C:15]([F:18])=[C:14]([CH3:19])[CH:13]=3)[N:9]=[C:8]2[C@H:20]2[CH2:25][CH2:24][NH:23][CH2:22][C@H:21]2[F:26])[CH2:4][CH2:3][CH2:2]1.Cl[C:28]1[N:33]=[CH:32][N:31]=[C:30]([NH2:34])[C:29]=1[O:35][CH:36]([CH3:38])[CH3:37].N1CCCN2CCCCCC=12. (7) The reactants are: Cl[C:2]1[C:11]2[C:6](=[C:7]([C:12]([F:15])([F:14])[F:13])[CH:8]=[CH:9][CH:10]=2)[N:5]=[CH:4][C:3]=1[C:16]#[N:17].[NH2:18][C:19]1[CH:20]=[C:21](B(O)O)[CH:22]=[CH:23][CH:24]=1. Given the product [C:16]([C:3]1[CH:4]=[N:5][C:6]2[C:11]([C:2]=1[NH:18][C:19]1[CH:20]=[C:21]([C:2]3[C:11]4[C:6](=[C:7]([C:12]([F:14])([F:13])[F:15])[CH:8]=[CH:9][CH:10]=4)[N:5]=[CH:4][C:3]=3[C:16]#[N:17])[CH:22]=[CH:23][CH:24]=1)=[CH:10][CH:9]=[CH:8][C:7]=2[C:12]([F:15])([F:14])[F:13])#[N:17], predict the reactants needed to synthesize it.